Dataset: Catalyst prediction with 721,799 reactions and 888 catalyst types from USPTO. Task: Predict which catalyst facilitates the given reaction. (1) Reactant: I[C:2]1[CH:7]=[CH:6][N:5]=[CH:4][C:3]=1[N:8]([CH3:25])[C:9](=[O:24])[C:10]1[CH:15]=[C:14]([C:16]([F:19])([F:18])[F:17])[CH:13]=[C:12]([C:20]([F:23])([F:22])[F:21])[CH:11]=1.[Cl:26][C:27]1[C:28]([F:36])=[C:29](B(O)O)[CH:30]=[CH:31][CH:32]=1. Product: [Cl:26][C:27]1[C:28]([F:36])=[C:29]([C:2]2[CH:7]=[CH:6][N:5]=[CH:4][C:3]=2[N:8]([CH3:25])[C:9](=[O:24])[C:10]2[CH:15]=[C:14]([C:16]([F:19])([F:18])[F:17])[CH:13]=[C:12]([C:20]([F:23])([F:22])[F:21])[CH:11]=2)[CH:30]=[CH:31][CH:32]=1. The catalyst class is: 243. (2) Reactant: [C:1]([O:5][C:6](=[O:28])[CH2:7][C@H:8]([C:18]1[O:22][N:21]=[C:20]([C:23](OCC)=[O:24])[N:19]=1)[CH2:9][CH2:10][CH2:11][CH:12]1[CH2:17][CH2:16][CH2:15][CH2:14][CH2:13]1)([CH3:4])([CH3:3])[CH3:2].[NH2:29][NH2:30].O. Product: [CH:12]1([CH2:11][CH2:10][CH2:9][C@@H:8]([C:18]2[O:22][N:21]=[C:20]([C:23]([NH:29][NH2:30])=[O:24])[N:19]=2)[CH2:7][C:6]([O:5][C:1]([CH3:4])([CH3:3])[CH3:2])=[O:28])[CH2:17][CH2:16][CH2:15][CH2:14][CH2:13]1. The catalyst class is: 14.